This data is from Full USPTO retrosynthesis dataset with 1.9M reactions from patents (1976-2016). The task is: Predict the reactants needed to synthesize the given product. (1) The reactants are: Cl.[NH:2]([C:4]1[CH:9]=[C:8]([C:10]#[N:11])[CH:7]=[CH:6][N:5]=1)[NH2:3].CN(C)/[CH:14]=[CH:15]/[C:16]([C:18]1[CH:23]=[CH:22][C:21]([CH3:24])=[CH:20][CH:19]=1)=O. Given the product [CH3:24][C:21]1[CH:22]=[CH:23][C:18]([C:16]2[N:2]([C:4]3[CH:9]=[C:8]([C:10]#[N:11])[CH:7]=[CH:6][N:5]=3)[N:3]=[CH:14][CH:15]=2)=[CH:19][CH:20]=1, predict the reactants needed to synthesize it. (2) Given the product [F:17][C:18]1[CH:19]=[C:20]([CH:37]=[CH:38][C:39]=1[F:40])[CH2:21][S:22][C:23]1[CH:24]=[C:25]([OH:33])[C:26](=[O:32])[NH:27][CH:28]=1, predict the reactants needed to synthesize it. The reactants are: C(SC1C=C(O)C(=O)NC=1)C1C=CC=CC=1.[F:17][C:18]1[CH:19]=[C:20]([CH:37]=[CH:38][C:39]=1[F:40])[CH2:21][S:22][C:23]1[CH:24]=[C:25]([O:33]COC)[C:26](=[O:32])[N:27](COC)[CH:28]=1.